This data is from Reaction yield outcomes from USPTO patents with 853,638 reactions. The task is: Predict the reaction yield, written as a fraction of the theoretical maximum amount of product (1.0 means a 100% yield; for example, 0.34 means a 34% yield). (1) The reactants are N[C:2]1[CH:3]=[CH:4][C:5]([O:8][CH3:9])=[N:6][CH:7]=1.[ClH:10].N([O-])=O.[Na+].[S:15](=[O:17])=[O:16]. The catalyst is C(O)(=O)C. The product is [CH3:9][O:8][C:5]1[N:6]=[CH:7][C:2]([S:15]([Cl:10])(=[O:17])=[O:16])=[CH:3][CH:4]=1. The yield is 0.510. (2) The reactants are [CH3:1][S:2](Cl)(=[O:4])=[O:3].[NH2:6][C:7]1[CH:12]=[C:11]([N+:13]([O-:15])=[O:14])[CH:10]=[CH:9][C:8]=1[C:16]([N:18]1[CH2:23][CH2:22][O:21][CH2:20][CH2:19]1)=[O:17]. The catalyst is N1C=CC=CC=1. The product is [N:18]1([C:16]([C:8]2[CH:9]=[CH:10][C:11]([N+:13]([O-:15])=[O:14])=[CH:12][C:7]=2[NH:6][S:2]([CH3:1])(=[O:4])=[O:3])=[O:17])[CH2:23][CH2:22][O:21][CH2:20][CH2:19]1. The yield is 0.140. (3) The product is [OH:5][CH2:4][CH2:3][N:2]([CH3:1])[S:16]([C:12]1[S:11][C:10]([NH:9][C:6](=[O:8])[CH3:7])=[N:14][C:13]=1[CH3:15])(=[O:17])=[O:18]. The reactants are [CH3:1][NH:2][CH2:3][CH2:4][OH:5].[C:6]([NH:9][C:10]1[S:11][C:12]([S:16](Cl)(=[O:18])=[O:17])=[C:13]([CH3:15])[N:14]=1)(=[O:8])[CH3:7].C(N(CC)CC)C. The catalyst is C1COCC1. The yield is 0.810. (4) The reactants are O.C1(C)C(S(O)(=O)=O)=CC=CC=1.C(OC([NH:20][C@@H:21]([CH2:37][CH:38]1[CH2:43][CH2:42][CH2:41][CH2:40][CH2:39]1)[CH2:22][N:23]([CH2:33][CH2:34][CH2:35][CH3:36])[C:24]([O:26][CH2:27][CH2:28][Si:29]([CH3:32])([CH3:31])[CH3:30])=[O:25])=O)(C)(C)C. The catalyst is CCO.CCOCC. The product is [NH2:20][C@@H:21]([CH2:37][CH:38]1[CH2:39][CH2:40][CH2:41][CH2:42][CH2:43]1)[CH2:22][N:23]([CH2:33][CH2:34][CH2:35][CH3:36])[C:24]([O:26][CH2:27][CH2:28][Si:29]([CH3:32])([CH3:30])[CH3:31])=[O:25]. The yield is 0.980. (5) The reactants are [Br:1][C:2]1[CH:7]=[CH:6][C:5]([Cl:8])=[CH:4][C:3]=1[CH2:9][CH2:10][OH:11].C(N(CC)CC)C.[CH3:19][S:20](Cl)(=[O:22])=[O:21]. The catalyst is C(Cl)Cl. The product is [CH3:19][S:20]([O:11][CH2:10][CH2:9][C:3]1[CH:4]=[C:5]([Cl:8])[CH:6]=[CH:7][C:2]=1[Br:1])(=[O:22])=[O:21]. The yield is 0.960. (6) The catalyst is Cl[Pd](Cl)([P](C1C=CC=CC=1)(C1C=CC=CC=1)C1C=CC=CC=1)[P](C1C=CC=CC=1)(C1C=CC=CC=1)C1C=CC=CC=1. The yield is 0.380. The product is [F:31][C:24]1[CH:23]=[C:22]([CH:32]([NH:34][C:35]([C:37]2[N:38]=[C:10]([C:6]3[CH:7]=[CH:8][CH:9]=[C:4]([CH:1]4[CH2:2][CH2:3]4)[CH:5]=3)[S:40][CH:41]=2)=[O:36])[CH3:33])[CH:21]=[C:20]([F:19])[C:25]=1[NH:26][S:27]([CH3:30])(=[O:28])=[O:29]. The reactants are [CH:1]1([C:4]2[CH:5]=[C:6]([CH:10]3OC(C)(C)C(C)(C)O3)[CH:7]=[CH:8][CH:9]=2)[CH2:3][CH2:2]1.[F:19][C:20]1[CH:21]=[C:22]([CH:32]([NH:34][C:35]([C:37]2[N:38]=C(Cl)[S:40][CH:41]=2)=[O:36])[CH3:33])[CH:23]=[C:24]([F:31])[C:25]=1[NH:26][S:27]([CH3:30])(=[O:29])=[O:28].C([O-])([O-])=O.[Cs+].[Cs+]. (7) The reactants are [C:1]1([CH:7]([C:12]([O:14][CH3:15])=[O:13])[C:8]([O:10][CH3:11])=[O:9])[CH2:6][CH2:5][CH2:4][CH2:3][CH:2]=1.[CH3:16]I. No catalyst specified. The product is [C:1]1([C:7]([CH3:16])([C:8]([O:10][CH3:11])=[O:9])[C:12]([O:14][CH3:15])=[O:13])[CH2:6][CH2:5][CH2:4][CH2:3][CH:2]=1. The yield is 0.710.